From a dataset of Forward reaction prediction with 1.9M reactions from USPTO patents (1976-2016). Predict the product of the given reaction. (1) The product is: [NH2:13][C:11]1[O:12][C:2]([C:3]([O:5][CH3:6])=[O:4])=[C:7]([CH3:9])[N:10]=1. Given the reactants Cl[CH:2]([C:7]([CH3:9])=O)[C:3]([O:5][CH3:6])=[O:4].[NH2:10][C:11]([NH2:13])=[O:12], predict the reaction product. (2) Given the reactants [F:1][C:2]1[CH:11]=[C:10]2[C:5]([C:6](=[O:30])[N:7]([CH3:29])[C:8](=[O:28])[N:9]2[CH2:12][CH2:13][N:14]2[CH2:19][CH2:18][CH:17]([NH:20]C(=O)OC(C)(C)C)[CH2:16][CH2:15]2)=[CH:4][CH:3]=1.FC(F)(F)C(O)=O.NC1CCN(CCN2C3C=C(OC)C=CC=3COC2=O)CC1, predict the reaction product. The product is: [NH2:20][CH:17]1[CH2:16][CH2:15][N:14]([CH2:13][CH2:12][N:9]2[C:10]3[C:5](=[CH:4][CH:3]=[C:2]([F:1])[CH:11]=3)[C:6](=[O:30])[N:7]([CH3:29])[C:8]2=[O:28])[CH2:19][CH2:18]1.